From a dataset of Forward reaction prediction with 1.9M reactions from USPTO patents (1976-2016). Predict the product of the given reaction. Given the reactants CO[C:3](=[O:10])[CH2:4][C:5](=O)[CH2:6][O:7][CH3:8].Br[CH2:12][C:13]([C:15]1[CH:20]=[C:19]([C:21]([F:24])([F:23])[F:22])[CH:18]=[CH:17][C:16]=1[Cl:25])=O.[CH2:26]([NH2:32])[C@@H:27]1[O:31][CH2:30][CH2:29][CH2:28]1.[CH:33]1([NH2:39])[CH2:38][CH2:37][CH2:36][CH2:35][CH2:34]1, predict the reaction product. The product is: [CH:33]1([NH:39][C:3]([C:4]2[CH:12]=[C:13]([C:15]3[CH:20]=[C:19]([C:21]([F:24])([F:23])[F:22])[CH:18]=[CH:17][C:16]=3[Cl:25])[N:32]([CH2:26][C@H:27]3[CH2:28][CH2:29][CH2:30][O:31]3)[C:5]=2[CH2:6][O:7][CH3:8])=[O:10])[CH2:38][CH2:37][CH2:36][CH2:35][CH2:34]1.